This data is from Forward reaction prediction with 1.9M reactions from USPTO patents (1976-2016). The task is: Predict the product of the given reaction. (1) Given the reactants [CH3:1][O:2][C:3](=[O:14])/[C:4](/[N:11]=[N+]=[N-])=[CH:5]/[C:6]1[CH:10]=[CH:9][S:8][CH:7]=1, predict the reaction product. The product is: [S:8]1[C:7]2[NH:11][C:4]([C:3]([O:2][CH3:1])=[O:14])=[CH:5][C:6]=2[CH:10]=[CH:9]1. (2) Given the reactants [NH2:1][C:2]1[CH:7]=[CH:6][CH:5]=[CH:4][C:3]=1[OH:8].N1C=CC=CC=1.[O:15]=[C:16]1[C:28]2[C:27]([C:29](Cl)=[O:30])=[CH:26][CH:25]=[CH:24][C:23]=2[C:22]2[C:17]1=[CH:18][CH:19]=[CH:20][CH:21]=2, predict the reaction product. The product is: [OH:8][C:3]1[CH:4]=[CH:5][CH:6]=[CH:7][C:2]=1[NH:1][C:29]([C:27]1[C:28]2[C:16](=[O:15])[C:17]3[C:22](=[CH:21][CH:20]=[CH:19][CH:18]=3)[C:23]=2[CH:24]=[CH:25][CH:26]=1)=[O:30]. (3) Given the reactants [C:1]([C:3]1[CH:4]=[C:5]([C:13]2[O:17][N:16]=[C:15]([C:18]3[C:19]([CH3:35])=[C:20]4[C:25](=[CH:26][CH:27]=3)[CH2:24][N:23](C(OC(C)(C)C)=O)[CH2:22][CH2:21]4)[N:14]=2)[CH:6]=[N:7][C:8]=1[NH:9][CH:10]([CH3:12])[CH3:11])#[N:2].[ClH:36], predict the reaction product. The product is: [ClH:36].[CH3:12][CH:10]([NH:9][C:8]1[C:3]([C:1]#[N:2])=[CH:4][C:5]([C:13]2[O:17][N:16]=[C:15]([C:18]3[C:19]([CH3:35])=[C:20]4[C:25](=[CH:26][CH:27]=3)[CH2:24][NH:23][CH2:22][CH2:21]4)[N:14]=2)=[CH:6][N:7]=1)[CH3:11]. (4) Given the reactants Cl[C:2]1[N:7]=[C:6]([O:8][CH3:9])[N:5]=[C:4]([O:10][CH3:11])[CH:3]=1.[OH:12][C:13]1[CH:39]=[CH:38][CH:37]=[CH:36][C:14]=1[CH2:15][NH:16][C:17]([NH:19][C:20]1[N:24]([C:25]2[CH:30]=[CH:29][C:28]([CH3:31])=[CH:27][CH:26]=2)[N:23]=[C:22]([C:32]([CH3:35])([CH3:34])[CH3:33])[CH:21]=1)=[O:18].[OH-].[Na+].[Cl-].[NH4+], predict the reaction product. The product is: [CH3:9][O:8][C:6]1[N:7]=[C:2]([O:12][C:13]2[CH:39]=[CH:38][CH:37]=[CH:36][C:14]=2[CH2:15][NH:16][C:17]([NH:19][C:20]2[N:24]([C:25]3[CH:30]=[CH:29][C:28]([CH3:31])=[CH:27][CH:26]=3)[N:23]=[C:22]([C:32]([CH3:34])([CH3:35])[CH3:33])[CH:21]=2)=[O:18])[CH:3]=[C:4]([O:10][CH3:11])[N:5]=1. (5) The product is: [C:8]([C:5]1[N:6]=[CH:7][C:2]([NH:1][C:17](=[O:18])[O:19][C:20]2[CH:25]=[CH:24][CH:23]=[CH:22][CH:21]=2)=[CH:3][CH:4]=1)#[N:9]. Given the reactants [NH2:1][C:2]1[CH:3]=[CH:4][C:5]([C:8]#[N:9])=[N:6][CH:7]=1.N1C=CC=CC=1.Cl[C:17]([O:19][C:20]1[CH:25]=[CH:24][CH:23]=[CH:22][CH:21]=1)=[O:18], predict the reaction product. (6) Given the reactants N1C2C(=CC=CC=2)C(CC=O)=C1.[NH:13]1[C:21]2[C:16](=[CH:17][CH:18]=[CH:19][CH:20]=2)[C:15]([CH2:22][CH:23]=[N:24][OH:25])=[CH:14]1.N1C2C(=CC=CC=2)C(CC(N)=O)=C1, predict the reaction product. The product is: [OH:25][NH:24][CH2:23][CH2:22][C:15]1[C:16]2[C:21](=[CH:20][CH:19]=[CH:18][CH:17]=2)[NH:13][CH:14]=1.